Dataset: Forward reaction prediction with 1.9M reactions from USPTO patents (1976-2016). Task: Predict the product of the given reaction. Given the reactants [Br:1][C:2]1[CH:7]=[CH:6][C:5]([OH:8])=[CH:4][C:3]=1[CH3:9].[CH3:10][C:11]1([CH2:15]O)[CH2:14][S:13][CH2:12]1.P(CCCC)(CCCC)CCCC.C1CCN(C(N=NC(N2CCCCC2)=O)=O)CC1, predict the reaction product. The product is: [Br:1][C:2]1[CH:7]=[CH:6][C:5]([O:8][CH2:10][C:11]2([CH3:15])[CH2:14][S:13][CH2:12]2)=[CH:4][C:3]=1[CH3:9].